From a dataset of Reaction yield outcomes from USPTO patents with 853,638 reactions. Predict the reaction yield, written as a fraction of the theoretical maximum amount of product (1.0 means a 100% yield; for example, 0.34 means a 34% yield). The reactants are [CH3:1][O:2][C:3]1[C:12]([C:13]([O:15]CC)=[O:14])=[C:11]([O:18][CH3:19])[C:10]2[C:5](=[CH:6][CH:7]=[CH:8][CH:9]=2)[N:4]=1.Cl. The catalyst is [OH-].[Na+]. The product is [CH3:1][O:2][C:3]1[C:12]([C:13]([OH:15])=[O:14])=[C:11]([O:18][CH3:19])[C:10]2[C:5](=[CH:6][CH:7]=[CH:8][CH:9]=2)[N:4]=1. The yield is 0.500.